Dataset: KCNQ2 potassium channel screen with 302,405 compounds. Task: Binary Classification. Given a drug SMILES string, predict its activity (active/inactive) in a high-throughput screening assay against a specified biological target. (1) The drug is S(Cc1ccc(F)cc1)c1sc(nn1)N. The result is 0 (inactive). (2) The compound is Fc1cc(OCc2onc(C(=O)N3CCN(CC3)CCC)c2)ccc1F. The result is 0 (inactive).